This data is from Reaction yield outcomes from USPTO patents with 853,638 reactions. The task is: Predict the reaction yield, written as a fraction of the theoretical maximum amount of product (1.0 means a 100% yield; for example, 0.34 means a 34% yield). (1) The reactants are [Cl:1][C:2]1[CH:3]=[C:4]([NH:9][C:10]2[C:19]3[C:14](=[CH:15][C:16]([O:23][CH3:24])=[C:17]([N+:20]([O-])=O)[CH:18]=3)[N:13]=[CH:12][N:11]=2)[CH:5]=[CH:6][C:7]=1[F:8].[H][H]. The catalyst is O1CCCC1.[Ni]. The product is [Cl:1][C:2]1[CH:3]=[C:4]([NH:9][C:10]2[C:19]3[C:14](=[CH:15][C:16]([O:23][CH3:24])=[C:17]([NH2:20])[CH:18]=3)[N:13]=[CH:12][N:11]=2)[CH:5]=[CH:6][C:7]=1[F:8]. The yield is 0.577. (2) The reactants are [CH3:1][O:2][C:3]([C@H:5]1[C@@H:10]2[CH2:11][C@@H:7]([CH:8]=[CH:9]2)[C@H:6]1C(O)=O)=[O:4].C([N:17](CC)CC)C.Cl[C:23]([O:25][CH2:26][CH3:27])=[O:24].[N-]=[N+]=[N-].[Na+].[CH2:32](O)[C:33]1C=C[CH:36]=[CH:35][CH:34]=1. The catalyst is O1CCCC1.O.C1C=CC=CC=1.ClCCl. The product is [CH2:26]([O:25][C:23]([NH:17][C@@H:6]1[C@H:7]2[CH2:11][C@H:10]([CH:9]=[CH:8]2)[C@@H:5]1[C:3]([O:2][CH3:1])=[O:4])=[O:24])[C:27]1[CH:36]=[CH:35][CH:34]=[CH:33][CH:32]=1. The yield is 0.740. (3) The reactants are [C:1]([C:3]1([OH:13])[CH2:12][CH2:11][C:6]2([O:10][CH2:9][CH2:8][O:7]2)[CH2:5][CH2:4]1)#[CH:2].C([Li])CCC.CON(C)[C:22](=[O:30])[C:23]1[CH:28]=[CH:27][C:26]([CH3:29])=[N:25][CH:24]=1.[Cl-].[NH4+]. The catalyst is O1CCCC1. The product is [OH:13][C:3]1([C:1]#[C:2][C:22]([C:23]2[CH:24]=[N:25][C:26]([CH3:29])=[CH:27][CH:28]=2)=[O:30])[CH2:12][CH2:11][C:6]2([O:7][CH2:8][CH2:9][O:10]2)[CH2:5][CH2:4]1. The yield is 0.650. (4) The reactants are Br[C:2]1[S:3][CH:4]=[CH:5][N:6]=1.C([Mg]Cl)(C)C.[C:12]([C:15]1[CH:24]=[CH:23][C:18]([C:19]([O:21][CH3:22])=[O:20])=[CH:17][CH:16]=1)(=[O:14])[CH3:13]. The catalyst is C1COCC1. The product is [OH:14][C:12]([C:15]1[CH:24]=[CH:23][C:18]([C:19]([O:21][CH3:22])=[O:20])=[CH:17][CH:16]=1)([C:4]1[S:3][CH:2]=[N:6][CH:5]=1)[CH3:13]. The yield is 0.620. (5) The catalyst is CCO.O. The reactants are Br.Br[CH2:3][C:4]([C:6]1[CH:11]=[CH:10][N:9]=[CH:8][CH:7]=1)=O.[CH3:12][O:13][C:14]1[CH:15]=[C:16]([NH:22][C:23]([NH2:25])=[S:24])[CH:17]=[C:18]([O:20][CH3:21])[CH:19]=1.N. The yield is 0.910. The product is [CH3:12][O:13][C:14]1[CH:15]=[C:16]([NH:22][C:23]2[S:24][CH:3]=[C:4]([C:6]3[CH:11]=[CH:10][N:9]=[CH:8][CH:7]=3)[N:25]=2)[CH:17]=[C:18]([O:20][CH3:21])[CH:19]=1. (6) The reactants are ClCC1C=CC(C#N)=CC=1.Br[CH2:12][C:13]1[O:14][C:15]([C:18]([F:21])([F:20])[F:19])=[CH:16][CH:17]=1.[CH2:22]([NH:29][C:30]([C:32]1[S:36][C:35]([N:37]2[CH2:41][CH2:40][NH:39][C:38]2=[O:42])=[N:34][C:33]=1[CH3:43])=[O:31])[C:23]1[CH:28]=[CH:27][CH:26]=[CH:25][CH:24]=1. No catalyst specified. The product is [CH2:22]([NH:29][C:30]([C:32]1[S:36][C:35]([N:37]2[CH2:41][CH2:40][N:39]([CH2:12][C:13]3[O:14][C:15]([C:18]([F:21])([F:20])[F:19])=[CH:16][CH:17]=3)[C:38]2=[O:42])=[N:34][C:33]=1[CH3:43])=[O:31])[C:23]1[CH:28]=[CH:27][CH:26]=[CH:25][CH:24]=1. The yield is 0.270.